This data is from Forward reaction prediction with 1.9M reactions from USPTO patents (1976-2016). The task is: Predict the product of the given reaction. (1) The product is: [Cl:32][C:33]1[CH:40]=[CH:39][CH:38]=[C:37]([Cl:41])[C:34]=1[CH2:35][C:2]1[CH:3]=[C:4]2[C:9](=[C:10]([NH:12][C:13]3[CH:18]=[CH:17][C:16]([C:19]([N:21]4[CH2:22][CH2:23][N:24]([CH3:27])[CH2:25][CH2:26]4)=[O:20])=[CH:15][C:14]=3[O:28][CH3:29])[N:11]=1)[C:8](=[O:30])[NH:7][CH:6]=[CH:5]2. Given the reactants Cl[C:2]1[CH:3]=[C:4]2[C:9](=[C:10]([NH:12][C:13]3[CH:18]=[CH:17][C:16]([C:19]([N:21]4[CH2:26][CH2:25][N:24]([CH3:27])[CH2:23][CH2:22]4)=[O:20])=[CH:15][C:14]=3[O:28][CH3:29])[N:11]=1)[C:8](=[O:30])[NH:7][CH:6]=[CH:5]2.[Br-].[Cl:32][C:33]1[CH:40]=[CH:39][CH:38]=[C:37]([Cl:41])[C:34]=1[CH2:35][Zn+], predict the reaction product. (2) Given the reactants N#N.C([SiH2][O:8][C:9](C)(C)[C:10]1[S:14][C:13]([C:15](=[O:17])[CH3:16])=[N:12][CH:11]=1)(C)(C)C.COC([O:25][CH3:26])OC.[C:27]([O-])([O-])=O.[Na+].[Na+], predict the reaction product. The product is: [CH3:16][C:15]1([C:13]2[S:14][C:10]([CH2:9][OH:8])=[CH:11][N:12]=2)[O:17][CH2:27][CH2:26][O:25]1. (3) Given the reactants [OH:1][CH2:2][C:3]1[N:8]=[C:7]([C:9]([O:11][CH3:12])=[O:10])[CH:6]=[C:5]([CH2:13][CH2:14][CH2:15][S:16][CH3:17])[CH:4]=1, predict the reaction product. The product is: [CH:2]([C:3]1[N:8]=[C:7]([C:9]([O:11][CH3:12])=[O:10])[CH:6]=[C:5]([CH2:13][CH2:14][CH2:15][S:16][CH3:17])[CH:4]=1)=[O:1]. (4) Given the reactants S(O[CH2:6][CH2:7][CH2:8][CH2:9][CH:10]1[C:18]2[C:13](=[CH:14][CH:15]=[CH:16][CH:17]=2)[NH:12][C:11]1=[O:19])(C)(=O)=O.[Cl:20][C:21]1[CH:26]=[CH:25][C:24]([N:27]2[CH2:32][CH2:31][NH:30][CH2:29][CH2:28]2)=[C:23]([CH3:33])[CH:22]=1, predict the reaction product. The product is: [ClH:20].[Cl:20][C:21]1[CH:26]=[CH:25][C:24]([N:27]2[CH2:32][CH2:31][N:30]([CH2:6][CH2:7][CH2:8][CH2:9][CH:10]3[C:18]4[C:13](=[CH:14][CH:15]=[CH:16][CH:17]=4)[NH:12][C:11]3=[O:19])[CH2:29][CH2:28]2)=[C:23]([CH3:33])[CH:22]=1. (5) Given the reactants [CH:1]1([NH:7][C:8]2[CH:17]=[C:16]3[C:11]([C:12](=[O:28])[C:13]([CH:23]([OH:27])[C:24]([OH:26])=[O:25])=[CH:14][N:15]3[CH:18]3[CH2:22][CH2:21][CH2:20][CH2:19]3)=[CH:10][C:9]=2[F:29])[CH2:6][CH2:5][CH2:4][CH2:3][CH2:2]1.S(=O)(=O)(O)O.[C:35](=O)([O-])O.[Na+], predict the reaction product. The product is: [CH3:35][O:25][C:24](=[O:26])[CH:23]([C:13]1[C:12](=[O:28])[C:11]2[C:16](=[CH:17][C:8]([NH:7][CH:1]3[CH2:2][CH2:3][CH2:4][CH2:5][CH2:6]3)=[C:9]([F:29])[CH:10]=2)[N:15]([CH:18]2[CH2:22][CH2:21][CH2:20][CH2:19]2)[CH:14]=1)[OH:27].